This data is from Experimentally validated miRNA-target interactions with 360,000+ pairs, plus equal number of negative samples. The task is: Binary Classification. Given a miRNA mature sequence and a target amino acid sequence, predict their likelihood of interaction. (1) The miRNA is mmu-miR-29b-2-5p with sequence CUGGUUUCACAUGGUGGCUUAGAUU. The protein sequence of the target gene is MALGRTGAGAAVRARLALGLALASILSGPPAAACPTKCTCSAASVDCHGLGLRAVPRGIPRNAERLDLDRNNITRITKMDFAGLKNLRVLHLEDNQVSIIERGAFQDLKQLERLRLNKNKLQVLPELLFQSTPKLTRLDLSENQIQGIPRKAFRGVTGVKNLQLDNNHISCIEDGAFRALRDLEILTLNNNNISRILVTSFNHMPKIRTLRLHSNHLYCDCHLAWLSDWLRQRRTIGQFTLCMAPVHLRGFSVADVQKKEYVCPGPHSEAPACNANSLSCPSACSCSNNIVDCRGKGLTE.... Result: 0 (no interaction). (2) The miRNA is mmu-miR-6997-3p with sequence UCAAACCUUACCCUCCUGUUUCC. The protein sequence of the target gene is MQLEHCLSPSIMLSKKFLNVSSSYPHSGGSELVLHDHPIISTTDNLERSSPLKKITRGMTNQSDTDNFPDSKDSPGDVQRSKLSPVLDGVSELRHSFDGSAADRYLLSQSSQPQSAATAPSAMFPYPGQHGPAHPAFSIGSPSRYMAHHPVITNGAYNSLLSNSSPQGYPTAGYPYPQQYGHSYQGAPFYQFSSTQPGLVPGKAQVYLCNRPLWLKFHRHQTEMIITKQGRRMFPFLSFNISGLDPTAHYNIFVDVILADPNHWRFQGGKWVPCGKADTNVQGNRVYMHPDSPNTGAHWM.... Result: 0 (no interaction). (3) The miRNA is hsa-miR-192-3p with sequence CUGCCAAUUCCAUAGGUCACAG. The protein sequence of the target gene is MGKQKKTRKYATMKRMLSLRDQRLKEKDRLKPKKKEKKDPSALKEREVPQHPSCLFFQYNTQLGPPYHILVDTNFINFSIKAKLDLVQSMMDCLYAKCIPCITDCVMAEIEKLGQKYRVALRIAKDPRFERLPCTHKGTYADDCLVQRVTQHKCYIVATVDRDLKRRIRKIPGVPIMYISNHRYNIERMPDDYGAPRF. Result: 0 (no interaction). (4) The miRNA is mmu-miR-375-3p with sequence UUUGUUCGUUCGGCUCGCGUGA. The protein sequence of the target gene is MSSGANITYASRKRRKPVQKTVKPIPAEGIKSNPSKRHRDRLNTELDRLASLLPFPQDVINKLDKLSVLRLSVSYLRAKSFFDVALKSTPADRNGGQDQCRAQIRDWQDLQEGEFLLQALNGFVLVVTADALVFYASSTIQDYLGFQQSDVIHQSVYELIHTEDRAEFQRQLHWALNPDSAQGVDEAHGPPQAAVYYTPDQLPPENASFMERCFRCRLRCLLDNSSGFLAMNFQGRLKYLHGQNKKGKDGALLPPQLALFAIATPLQPPSILEIRTKNFIFRTKHKLDFTPIGCDAKGQL.... Result: 1 (interaction). (5) The miRNA is hsa-miR-149-5p with sequence UCUGGCUCCGUGUCUUCACUCCC. The protein sequence of the target gene is MGFLWTGSWILVLVLNSGPIQAFPKPEGSQDKSLHNRELSAERPLNEQIAEAEADKIKKAFPSESKPSESNYSSVDNLNLLRAITEKETVEKERQSIRSPPFDNQLNVEDADSTKNRKLIDEYDSTKSGLDHKFQDDPDGLHQLDGTPLTAEDIVHKIATRIYEENDRGVFDKIVSKLLNLGLITESQAHTLEDEVAEALQKLISKEANNYEETLDKPTSRTENQDGKIPEKVTPVAAVQDGFTNRENDETVSNTLTLSNGLERRTNPHREDDFEELQYFPNFYALLTSIDSEKEAKEKE.... Result: 0 (no interaction). (6) The miRNA is hsa-miR-616-3p with sequence AGUCAUUGGAGGGUUUGAGCAG. The protein sequence of the target gene is MAGAGERKGKKDDNGIGTAIDFVLSNARLVLGVGGAAMLGIATLAVKRMYDRAISAPTSPTRLSHSGKRSWEEPNWMGSPRLLNRDMKTGLSRSLQTLPTDSSTFDTDTFCPPRPKPVARKGQVDLKKSRLRMSLQEKLLTYYRNRAAIPAGEQARAKQAAVDICAELRSFLRAKLPDMPLRDMYLSGSLYDDLQVVTADHIQLIVPLVLEQNLWSCIPGEDTIMNVPGFFLVRRENPEYFPRGSSYWDRCVVGGYLSPKTVADTFEKVVAGSINWPAIGSLLDYVIRPAPPPEALTLEV.... Result: 1 (interaction). (7) The miRNA is rno-let-7g-5p with sequence UGAGGUAGUAGUUUGUACAGUU. The protein sequence of the target gene is MTVTKMSWRPQYRSSKFRNVYGKAANREHCFDGIPITKNVHDNHFCAVNARFLAIVTESAGGGSFLVIPLEQTGRIEPNYPKVCGHQGNVLDIKWNPFIDNIIASCSEDTSVRIWEIPDGGLKRNMTEALLELHGHSRRVGLVEWHPTTNNILFSAGYDYKVLIWNLDIGEPVKMIDCHTDVILCMSFNTDGSLLTTTCKDKKLRVIEPRSGRVLQEANCKNHRVNRVVFLGNMKRLLTTGVSRWNTRQIALWDQEDLSMPMIEEEIDGLSGLLFPFYDADTHMLYLAGKGDGNIRYYEI.... Result: 0 (no interaction). (8) The miRNA is hsa-miR-150-5p with sequence UCUCCCAACCCUUGUACCAGUG. The protein sequence of the target gene is MVFRSPLDLYSSHFLLPNFADSHHCSLLLASSGGGSGASGGGGGAGGGGGGNRAGGGGAGGAGGGSGGGGSRAPPEELSMFQLPTLNFSPEQVASVCETLEETGDIERLGRFLWSLPVAPGACEAINKHESILRARAVVAFHTGNFRDLYHILENHKFTKESHGKLQAMWLEAHYQEAEKLRGRPLGPVDKYRVRKKFPLPRTIWDGEQKTHCFKERTRSLLREWYLQDPYPNPSKKRELAQATGLTPTQVGNWFKNRRQRDRAAAAKNRLQHQAIGPSGMRSLAEPGCPTHGSAESPST.... Result: 0 (no interaction). (9) The miRNA is hsa-miR-6130 with sequence UGAGGGAGUGGAUUGUAUG. The protein sequence of the target gene is MGEVAGGAAPGPPRSGLVSIIIGAEDEDFENELEANSEDQNSQFQSLEQVKRRPAHLMALLQHVALQFEPGPLLCCLHADMLSSLGPKEAKKAFLDFYHSFLEKTAVLRVPVPPSVAFELDRTRPDLISEDVQRRFIQEVVQSQQAAVSRQLEDFRSKRLMGMTPWEQELSLLEPWIGKDRGNYEARERHVAERLLSHLEETQHTISTDEEKSAAVVTAISLYMRHLGVRTKSGDKKSGRNFFRKKVMGNRRSDEPPKTKKGLSSILDPARWNRGEPSAPDCRHLKVEADAEKPGPADRK.... Result: 0 (no interaction). (10) The miRNA is mmu-miR-200c-3p with sequence UAAUACUGCCGGGUAAUGAUGGA. The protein sequence of the target gene is MAGELADKKDRDASPSKEERKRSRTPDRERDRDRDRKSSPSKDRKRHRSRDRRRGGSRSRSRSRSKSAERERRHKERERDKERDRNKKDRDRDKDGHRRDKDRKRSSLSPGRGKDFKSRKDRDSKKDEEDEHGDKKPKAQPLSLEELLAKKKAEEEAEAKPKFLSKAEREAEALKRRQQEVEERQRMLEEERKKRKQFQDLGRKMLEDPQERERRERRERMERETNGNEDEEGRQKIREEKDKSKELHAIKERYLGGIKKRRRTRHLNDRKFVFEWDASEDTSIDYNPLYKERHQVQLLG.... Result: 0 (no interaction).